Dataset: Forward reaction prediction with 1.9M reactions from USPTO patents (1976-2016). Task: Predict the product of the given reaction. Given the reactants Cl.[NH2:2][CH2:3][C@@H:4]([C:6]1[C:14]2[S:13][C:12](=[O:15])[NH:11][C:10]=2[C:9]([OH:16])=[CH:8][CH:7]=1)[OH:5].O=[CH:18][CH2:19][S:20][CH2:21][CH2:22][CH2:23][O:24][CH2:25][C@H:26]([NH:33][C:34](=[O:40])[O:35][C:36]([CH3:39])([CH3:38])[CH3:37])[C:27]1[CH:32]=[CH:31][CH:30]=[CH:29][CH:28]=1, predict the reaction product. The product is: [OH:5][C@H:4]([C:6]1[C:14]2[S:13][C:12](=[O:15])[NH:11][C:10]=2[C:9]([OH:16])=[CH:8][CH:7]=1)[CH2:3][NH:2][CH2:18][CH2:19][S:20][CH2:21][CH2:22][CH2:23][O:24][CH2:25][C@H:26]([NH:33][C:34](=[O:40])[O:35][C:36]([CH3:39])([CH3:38])[CH3:37])[C:27]1[CH:32]=[CH:31][CH:30]=[CH:29][CH:28]=1.